This data is from Forward reaction prediction with 1.9M reactions from USPTO patents (1976-2016). The task is: Predict the product of the given reaction. (1) Given the reactants [CH3:1][CH:2]1[O:7][CH2:6][CH2:5][NH:4][CH2:3]1.[OH-].[Na+].[C:10](O[C:10]([O:12][C:13]([CH3:16])([CH3:15])[CH3:14])=[O:11])([O:12][C:13]([CH3:16])([CH3:15])[CH3:14])=[O:11], predict the reaction product. The product is: [CH3:1][CH:2]1[O:7][CH2:6][CH2:5][N:4]([C:10]([O:12][C:13]([CH3:16])([CH3:15])[CH3:14])=[O:11])[CH2:3]1. (2) The product is: [ClH:1].[ClH:29].[Cl:1][C:2]1[CH:7]=[C:6](/[CH:8]=[C:9](\[F:15])/[C:10]([O:12][CH2:13][CH3:14])=[O:11])[CH:5]=[N:4][C:3]=1[NH:16][C@@H:17]1[CH2:21][CH2:20][NH:19][CH2:18]1. Given the reactants [Cl:1][C:2]1[C:3]([NH:16][C@@H:17]2[CH2:21][CH2:20][N:19](C(OC(C)(C)C)=O)[CH2:18]2)=[N:4][CH:5]=[C:6](/[CH:8]=[C:9](\[F:15])/[C:10]([O:12][CH2:13][CH3:14])=[O:11])[CH:7]=1.[ClH:29], predict the reaction product. (3) The product is: [CH3:1][O:2][C:3](=[O:12])[CH2:4][C:5]1[CH:10]=[CH:9][CH:8]=[C:7]([B:13]2[O:17][C:16]([CH3:19])([CH3:18])[C:15]([CH3:21])([CH3:20])[O:14]2)[CH:6]=1. Given the reactants [CH3:1][O:2][C:3](=[O:12])[CH2:4][C:5]1[CH:10]=[CH:9][CH:8]=[C:7](Br)[CH:6]=1.[B:13]1([B:13]2[O:17][C:16]([CH3:19])([CH3:18])[C:15]([CH3:21])([CH3:20])[O:14]2)[O:17][C:16]([CH3:19])([CH3:18])[C:15]([CH3:21])([CH3:20])[O:14]1, predict the reaction product. (4) Given the reactants [Br-].C1([P+](C2C=CC=CC=2)(C2C=CC=CC=2)C2C=CC=CC=2)CC1.[Li+].[CH3:25][CH2:26][CH2:27][CH2-:28].[CH2:29]1[O:39][C:32]2([CH2:37][CH2:36]C(=O)[CH2:34][CH2:33]2)[O:31][CH2:30]1, predict the reaction product. The product is: [C:26]1(=[C:25]2[CH2:36][CH2:37][C:32]3([O:39][CH2:29][CH2:30][O:31]3)[CH2:33][CH2:34]2)[CH2:28][CH2:27]1.